This data is from Forward reaction prediction with 1.9M reactions from USPTO patents (1976-2016). The task is: Predict the product of the given reaction. (1) Given the reactants [Br:1][C:2]1[CH:3]=[N:4][C:5]([C:8]2[CH:13]=[CH:12][CH:11]=[C:10]([CH2:14]Cl)[CH:9]=2)=[N:6][CH:7]=1.C(=O)([O-])[O-].[Cs+].[Cs+].[O:22]([C:29]1[CH:30]=[CH:31][C:32](=[O:35])[NH:33][N:34]=1)[C:23]1[CH:28]=[CH:27][CH:26]=[CH:25][CH:24]=1.O, predict the reaction product. The product is: [Br:1][C:2]1[CH:3]=[N:4][C:5]([C:8]2[CH:9]=[C:10]([CH:11]=[CH:12][CH:13]=2)[CH2:14][N:33]2[C:32](=[O:35])[CH:31]=[CH:30][C:29]([O:22][C:23]3[CH:28]=[CH:27][CH:26]=[CH:25][CH:24]=3)=[N:34]2)=[N:6][CH:7]=1. (2) The product is: [CH:31]1([N:35]2[CH2:41][CH2:40][C:39]3[S:42][C:43]([CH:45]4[CH2:50][CH2:49][N:48]([C:7]([C:6]5[CH:5]=[CH:4][C:3]([C:1]#[N:2])=[CH:11][CH:10]=5)=[O:9])[CH2:47][CH2:46]4)=[N:44][C:38]=3[CH2:37][CH2:36]2)[CH2:32][CH2:33][CH2:34]1. Given the reactants [C:1]([C:3]1[CH:11]=[CH:10][C:6]([C:7]([OH:9])=O)=[CH:5][CH:4]=1)#[N:2].N1(O)C2C=CC=CC=2N=N1.C1(N=C=N)CCCCC1.[CH:31]1([N:35]2[CH2:41][CH2:40][C:39]3[S:42][C:43]([CH:45]4[CH2:50][CH2:49][NH:48][CH2:47][CH2:46]4)=[N:44][C:38]=3[CH2:37][CH2:36]2)[CH2:34][CH2:33][CH2:32]1, predict the reaction product. (3) Given the reactants [C:1]([C:3]1[CH:8]=[CH:7][C:6](/[CH:9]=[CH:10]/[C:11]([O:13][C:14]([CH3:17])([CH3:16])[CH3:15])=[O:12])=[CH:5][CH:4]=1)#[N:2].CO.C1COCC1, predict the reaction product. The product is: [NH2:2][CH2:1][C:3]1[CH:8]=[CH:7][C:6]([CH2:9][CH2:10][C:11]([O:13][C:14]([CH3:17])([CH3:16])[CH3:15])=[O:12])=[CH:5][CH:4]=1. (4) Given the reactants [O:1]=[C:2]1[C:10]2[NH:9][CH:8]=[C:7]([C:11]([O:13][CH3:14])=[O:12])[C:6]=2[CH2:5][CH2:4][CH2:3]1.[C:15]([O:19][C:20]([N:22]1[CH2:27][CH2:26][CH:25](O)[CH2:24][CH2:23]1)=[O:21])([CH3:18])([CH3:17])[CH3:16].C1(P(C2C=CC=CC=2)C2C=CC=CC=2)C=CC=CC=1, predict the reaction product. The product is: [C:15]([O:19][C:20]([N:22]1[CH2:27][CH2:26][CH:25]([N:9]2[C:10]3[C:2](=[O:1])[CH2:3][CH2:4][CH2:5][C:6]=3[C:7]([C:11]([O:13][CH3:14])=[O:12])=[CH:8]2)[CH2:24][CH2:23]1)=[O:21])([CH3:18])([CH3:16])[CH3:17]. (5) Given the reactants [OH:1][C@@:2]1([CH3:33])[CH2:7][CH2:6][C@H:5]2[C@H:8]3[C@H:18]([CH2:19][CH2:20][C@:3]12[CH3:4])[C@:16]1([CH3:17])[C:11](=[CH:12][C:13](=[O:21])[CH2:14][CH2:15]1)[CH2:10][C@H:9]3[CH2:22][CH2:23][CH2:24][CH2:25][C:26]1[CH:31]=[CH:30][CH:29]=[C:28]([OH:32])[CH:27]=1.Br[CH2:35][CH2:36][CH2:37][CH2:38][C:39]([O:41][CH2:42][CH3:43])=[O:40].C1OCCOCCOCCOCCOCCOC1.C(=O)([O-])[O-].[K+].[K+].[Cl-].[NH4+], predict the reaction product. The product is: [OH:1][C@@:2]1([CH3:33])[CH2:7][CH2:6][C@H:5]2[C@H:8]3[C@H:18]([CH2:19][CH2:20][C@:3]12[CH3:4])[C@:16]1([CH3:17])[C:11](=[CH:12][C:13](=[O:21])[CH2:14][CH2:15]1)[CH2:10][C@H:9]3[CH2:22][CH2:23][CH2:24][CH2:25][C:26]1[CH:31]=[CH:30][CH:29]=[C:28]([O:32][CH2:35][CH2:36][CH2:37][CH2:38][C:39]([O:41][CH2:42][CH3:43])=[O:40])[CH:27]=1. (6) Given the reactants [F:1][C:2]1[CH:7]=[CH:6][C:5]([C:8]2[C:17]3[CH2:16][CH2:15][C:14](=[O:18])[CH2:13][C:12]=3[N:11]=[C:10]([CH:19]([CH3:21])[CH3:20])[N:9]=2)=[CH:4][CH:3]=1.[BH4-].[Na+].[OH-].[Na+].O, predict the reaction product. The product is: [F:1][C:2]1[CH:3]=[CH:4][C:5]([C:8]2[C:17]3[CH2:16][CH2:15][CH:14]([OH:18])[CH2:13][C:12]=3[N:11]=[C:10]([CH:19]([CH3:21])[CH3:20])[N:9]=2)=[CH:6][CH:7]=1. (7) Given the reactants [Br:1][C:2]1[S:6][CH:5]=[C:4]([C:7]([OH:9])=O)[CH:3]=1.CN(C(ON1N=N[C:20]2[CH:21]=[CH:22][CH:23]=[N:24][C:19]1=2)=[N+](C)C)C.F[P-](F)(F)(F)(F)F.CCN(C(C)C)C(C)C.N1CCCCC1, predict the reaction product. The product is: [Br:1][C:2]1[S:6][CH:5]=[C:4]([C:7]([N:24]2[CH2:19][CH2:20][CH2:21][CH2:22][CH2:23]2)=[O:9])[CH:3]=1.